This data is from Peptide-MHC class I binding affinity with 185,985 pairs from IEDB/IMGT. The task is: Regression. Given a peptide amino acid sequence and an MHC pseudo amino acid sequence, predict their binding affinity value. This is MHC class I binding data. (1) The peptide sequence is TLQDVSLEV. The MHC is HLA-A02:01 with pseudo-sequence HLA-A02:01. The binding affinity (normalized) is 0.196. (2) The MHC is HLA-A02:02 with pseudo-sequence HLA-A02:02. The binding affinity (normalized) is 0. The peptide sequence is TVPSERGL. (3) The peptide sequence is NELVNPDVV. The MHC is H-2-Kb with pseudo-sequence H-2-Kb. The binding affinity (normalized) is 0.